Dataset: Full USPTO retrosynthesis dataset with 1.9M reactions from patents (1976-2016). Task: Predict the reactants needed to synthesize the given product. (1) Given the product [F:26][C:23]([F:24])([F:25])[C:21]1[CH:20]=[CH:19][C:17]2[N:18]=[C:14]([NH:13][C:10](=[O:11])[CH2:9][C:5]3[CH:6]=[CH:7][CH:8]=[C:3]([O:2][CH3:1])[CH:4]=3)[S:15][C:16]=2[CH:22]=1, predict the reactants needed to synthesize it. The reactants are: [CH3:1][O:2][C:3]1[CH:4]=[C:5]([CH2:9][C:10](Cl)=[O:11])[CH:6]=[CH:7][CH:8]=1.[NH2:13][C:14]1[S:15][C:16]2[CH:22]=[C:21]([C:23]([F:26])([F:25])[F:24])[CH:20]=[CH:19][C:17]=2[N:18]=1. (2) Given the product [CH3:9][O:8][C:7]1([O:10][CH3:11])[CH2:6][CH2:5][N:4]([C:18](=[O:19])[C:15]2[CH:16]=[CH:17][C:12]([CH3:21])=[CH:13][CH:14]=2)[CH2:3][CH:2]1[F:1], predict the reactants needed to synthesize it. The reactants are: [F:1][CH:2]1[C:7]([O:10][CH3:11])([O:8][CH3:9])[CH2:6][CH2:5][NH:4][CH2:3]1.[C:12]1([CH3:21])[CH:17]=[CH:16][C:15]([C:18](Cl)=[O:19])=[CH:14][CH:13]=1.C(N(CC)CC)C.C(OCC)(=O)C. (3) Given the product [N:1]1[CH:6]=[CH:5][CH:4]=[C:3]([C:7]2([C:11](=[S:23])[NH2:13])[CH2:10][CH2:9][CH2:8]2)[CH:2]=1, predict the reactants needed to synthesize it. The reactants are: [N:1]1[CH:6]=[CH:5][CH:4]=[C:3]([C:7]2([C:11]([NH2:13])=O)[CH2:10][CH2:9][CH2:8]2)[CH:2]=1.COC1C=CC(P2(SP(C3C=CC(OC)=CC=3)(=S)S2)=[S:23])=CC=1. (4) Given the product [N+:1]([C:4]1[CH:5]=[CH:6][C:7]2[O:12][C@:11]([CH3:18])([CH:13]([O:16][CH3:17])[O:14][CH3:15])[C@H:10]([OH:19])[C@@H:9]([N:29]([C:23]3[CH:24]=[CH:25][CH:26]=[C:27]([CH3:28])[C:22]=3[CH3:21])[CH2:30][C:31]3[N:32]=[N:33][N:34]([CH3:36])[N:35]=3)[C:8]=2[CH:20]=1)([O-:3])=[O:2], predict the reactants needed to synthesize it. The reactants are: [N+:1]([C:4]1[CH:5]=[CH:6][C:7]2[O:12][C@:11]([CH3:18])([CH:13]([O:16][CH3:17])[O:14][CH3:15])[C@@H:10]3[O:19][C@@H:9]3[C:8]=2[CH:20]=1)([O-:3])=[O:2].[CH3:21][C:22]1[C:27]([CH3:28])=[CH:26][CH:25]=[CH:24][C:23]=1[NH:29][CH2:30][C:31]1[N:32]=[N:33][N:34]([CH3:36])[N:35]=1. (5) Given the product [F:1][C:2]1[CH:3]=[CH:4][C:5]2[N:6]([C:8]([CH2:18][C:19]3[NH:20][C:30](=[O:31])[O:22][N:21]=3)=[C:9]([C:11]3[CH:12]=[CH:13][C:14]([F:17])=[CH:15][CH:16]=3)[N:10]=2)[CH:7]=1, predict the reactants needed to synthesize it. The reactants are: [F:1][C:2]1[CH:3]=[CH:4][C:5]2[N:6]([C:8]([CH2:18][C:19](=[N:21][OH:22])[NH2:20])=[C:9]([C:11]3[CH:16]=[CH:15][C:14]([F:17])=[CH:13][CH:12]=3)[N:10]=2)[CH:7]=1.C(N(CC)CC)C.[C:30](Cl)(=O)[O:31]C1C=CC=CC=1. (6) Given the product [N+:10]([C:4]1[CH:3]=[C:2]([C:23]2[N:19]([CH:14]3[CH2:15][CH2:16][CH2:17][CH2:18][O:13]3)[N:20]=[CH:21][CH:22]=2)[CH:9]=[CH:8][C:5]=1[C:6]#[N:7])([O-:12])=[O:11], predict the reactants needed to synthesize it. The reactants are: Cl[C:2]1[CH:9]=[CH:8][C:5]([C:6]#[N:7])=[C:4]([N+:10]([O-:12])=[O:11])[CH:3]=1.[O:13]1[CH2:18][CH2:17][CH2:16][CH2:15][CH:14]1[N:19]1[C:23](B2OC(C)(C)C(C)(C)O2)=[CH:22][CH:21]=[N:20]1.C(=O)([O-])[O-].[Na+].[Na+].O. (7) Given the product [CH3:32][O:31][C:28]1[CH:29]=[CH:30][C:25]([C:7]2[C:8]3[C:20](=[O:21])[NH:17][C:12]4[CH:13]=[CH:14][CH:15]=[CH:16][C:11]=4[C:9]=3[C:10]3[C:2]([NH:1][C:33](=[O:35])[CH3:34])=[N:3][NH:4][C:5]=3[N:6]=2)=[CH:26][CH:27]=1, predict the reactants needed to synthesize it. The reactants are: [NH2:1][C:2]1[C:10]2[C:5](=[N:6][C:7]([C:25]3[CH:30]=[CH:29][C:28]([O:31][CH3:32])=[CH:27][CH:26]=3)=[C:8]([C:20](OCC)=[O:21])[C:9]=2[C:11]2[CH:16]=[CH:15][CH:14]=[CH:13][C:12]=2[N+:17]([O-])=O)[NH:4][N:3]=1.[C:33](O)(=[O:35])[CH3:34].